Dataset: Forward reaction prediction with 1.9M reactions from USPTO patents (1976-2016). Task: Predict the product of the given reaction. (1) Given the reactants [F:1][C:2]([F:23])([F:22])[C:3]1[CH:4]=[C:5]([C@@H:13]([OH:21])[C@H:14]([CH:19]=[CH2:20])C(NN)=O)[CH:6]=[C:7]([C:9]([F:12])([F:11])[F:10])[CH:8]=1.[N:24](OC(C)(C)C)=O.C[CH:32]([OH:34])C, predict the reaction product. The product is: [F:11][C:9]([F:10])([F:12])[C:7]1[CH:6]=[C:5]([C@H:13]2[O:21][C:32](=[O:34])[NH:24][C@H:14]2[CH:19]=[CH2:20])[CH:4]=[C:3]([C:2]([F:22])([F:1])[F:23])[CH:8]=1. (2) Given the reactants [CH:1]1[C:10]2[C:5](=[CH:6][CH:7]=[CH:8][CH:9]=2)[CH:4]=[CH:3][C:2]=1[C:11]([NH:13][C:14]1[N:19]=[CH:18][C:17]([CH2:20][N:21]2[C:29]3[C:24](=[CH:25][CH:26]=[CH:27][CH:28]=3)[C:23]([CH2:30][C:31]([O:33]CC)=[O:32])=[N:22]2)=[CH:16][CH:15]=1)=[O:12].O.[OH-].[Li+].O.Cl, predict the reaction product. The product is: [CH:1]1[C:10]2[C:5](=[CH:6][CH:7]=[CH:8][CH:9]=2)[CH:4]=[CH:3][C:2]=1[C:11]([NH:13][C:14]1[N:19]=[CH:18][C:17]([CH2:20][N:21]2[C:29]3[C:24](=[CH:25][CH:26]=[CH:27][CH:28]=3)[C:23]([CH2:30][C:31]([OH:33])=[O:32])=[N:22]2)=[CH:16][CH:15]=1)=[O:12]. (3) Given the reactants [H-].[Na+].[CH2:3]([O:5][C:6](=[O:24])[CH2:7][C:8]([NH:10][C:11]1[CH:16]=[C:15]([C:17]([F:20])([F:19])[F:18])[CH:14]=[CH:13][C:12]=1[C:21](=O)[CH3:22])=[O:9])[CH3:4].CC(O)=O, predict the reaction product. The product is: [CH2:3]([O:5][C:6]([C:7]1[C:8]([OH:9])=[N:10][C:11]2[C:12]([C:21]=1[CH3:22])=[CH:13][CH:14]=[C:15]([C:17]([F:20])([F:19])[F:18])[CH:16]=2)=[O:24])[CH3:4]. (4) Given the reactants [F:1][C:2]1[CH:7]=[CH:6][CH:5]=[CH:4][C:3]=1[N:8]1[C:12]([C:13]2[CH:18]=[CH:17][N:16]=[CH:15][CH:14]=2)=[C:11]([C:19](OCC)=[O:20])[N:10]=[N:9]1.[F:24][C:25]1[C:34]([F:35])=[CH:33][CH:32]=[CH:31][C:26]=1[C:27](=[N:29]O)[NH2:28], predict the reaction product. The product is: [F:24][C:25]1[C:34]([F:35])=[CH:33][CH:32]=[CH:31][C:26]=1[C:27]1[N:29]=[C:19]([C:11]2[N:10]=[N:9][N:8]([C:3]3[CH:4]=[CH:5][CH:6]=[CH:7][C:2]=3[F:1])[C:12]=2[C:13]2[CH:18]=[CH:17][N:16]=[CH:15][CH:14]=2)[O:20][N:28]=1. (5) Given the reactants [Cl:1][C:2]1[N:3]=[C:4]([CH:7](O)[C:8]2[NH:9][C:10]([C:21]3[CH:26]=[CH:25][CH:24]=[CH:23][CH:22]=3)=[C:11]3[C:16](=[O:17])[N:15]([CH3:18])[C:14](=[O:19])[N:13]([CH3:20])[C:12]=23)[S:5][CH:6]=1.[CH3:28][O:29][C:30]([O:34][Si](C)(C)C)=[C:31]([CH3:33])[CH3:32], predict the reaction product. The product is: [Cl:1][C:2]1[N:3]=[C:4]([CH:7]([C:8]2[NH:9][C:10]([C:21]3[CH:26]=[CH:25][CH:24]=[CH:23][CH:22]=3)=[C:11]3[C:16](=[O:17])[N:15]([CH3:18])[C:14](=[O:19])[N:13]([CH3:20])[C:12]=23)[C:31]([CH3:33])([CH3:32])[C:30]([O:29][CH3:28])=[O:34])[S:5][CH:6]=1.